From a dataset of Peptide-MHC class II binding affinity with 134,281 pairs from IEDB. Regression. Given a peptide amino acid sequence and an MHC pseudo amino acid sequence, predict their binding affinity value. This is MHC class II binding data. (1) The peptide sequence is ARATAGTTVYGAFAA. The MHC is HLA-DQA10102-DQB10602 with pseudo-sequence HLA-DQA10102-DQB10602. The binding affinity (normalized) is 0.872. (2) The binding affinity (normalized) is 0.851. The peptide sequence is AFKVAATAANAAPEN. The MHC is DRB1_1001 with pseudo-sequence DRB1_1001.